From a dataset of Forward reaction prediction with 1.9M reactions from USPTO patents (1976-2016). Predict the product of the given reaction. (1) Given the reactants [CH3:1][C:2]1[N:3]=[C:4]([CH:7]([NH:27][C:28](=[O:34])OC(C)(C)C)[CH2:8][C:9]2[CH:17]=[C:16]([CH3:18])[C:15]3[C:11](=[CH:12][N:13](COCC[Si](C)(C)C)[N:14]=3)[CH:10]=2)[NH:5][CH:6]=1.Cl.C(C1NC=CN=1)(C1NC=CN=1)=O.C(N(C(C)C)CC)(C)C.[NH:57]1[CH2:62][CH2:61][CH:60]([N:63]2[CH2:72][C:71]3[C:66](=[CH:67][CH:68]=[CH:69][CH:70]=3)[NH:65][C:64]2=[O:73])[CH2:59][CH2:58]1, predict the reaction product. The product is: [CH3:1][C:2]1[N:3]=[C:4]([CH:7]([NH:27][C:28]([N:57]2[CH2:58][CH2:59][CH:60]([N:63]3[CH2:72][C:71]4[C:66](=[CH:67][CH:68]=[CH:69][CH:70]=4)[NH:65][C:64]3=[O:73])[CH2:61][CH2:62]2)=[O:34])[CH2:8][C:9]2[CH:10]=[C:11]3[C:15](=[C:16]([CH3:18])[CH:17]=2)[NH:14][N:13]=[CH:12]3)[NH:5][CH:6]=1. (2) The product is: [CH2:18]([CH:21]1[CH2:26][CH2:25][CH:24]([CH:27]2[CH2:32][CH2:31][CH:30]([C:33]([O:9][C:6]3[CH:7]=[CH:8][C:3]([O:2][CH3:1])=[C:4]([C:14]([F:15])([F:16])[F:17])[C:5]=3[C:10]([F:11])([F:12])[F:13])=[O:34])[CH2:29][CH2:28]2)[CH2:23][CH2:22]1)[CH2:19][CH3:20]. Given the reactants [CH3:1][O:2][C:3]1[CH:8]=[CH:7][C:6]([OH:9])=[C:5]([C:10]([F:13])([F:12])[F:11])[C:4]=1[C:14]([F:17])([F:16])[F:15].[CH2:18]([CH:21]1[CH2:26][CH2:25][CH:24]([CH:27]2[CH2:32][CH2:31][CH:30]([C:33](O)=[O:34])[CH2:29][CH2:28]2)[CH2:23][CH2:22]1)[CH2:19][CH3:20].C1(N=C=NC2CCCCC2)CCCCC1.C(Cl)Cl, predict the reaction product. (3) Given the reactants C([O:8][C:9](=[O:54])[C@H:10]([NH:22][C:23](=[O:53])[C:24]1[CH:29]=[CH:28][C:27]([N:30]2[CH2:35][CH2:34][CH:33]([CH2:36][NH:37][CH2:38][C@H:39]([OH:52])[C:40]3[CH:45]=[CH:44][C:43]([OH:46])=[C:42]([NH:47][S:48]([CH3:51])(=[O:50])=[O:49])[CH:41]=3)[CH2:32][CH2:31]2)=[CH:26][CH:25]=1)[CH2:11][C:12]([O:14]CC1C=CC=CC=1)=[O:13])C1C=CC=CC=1, predict the reaction product. The product is: [OH:52][C@H:39]([C:40]1[CH:45]=[CH:44][C:43]([OH:46])=[C:42]([NH:47][S:48]([CH3:51])(=[O:49])=[O:50])[CH:41]=1)[CH2:38][NH:37][CH2:36][CH:33]1[CH2:32][CH2:31][N:30]([C:27]2[CH:28]=[CH:29][C:24]([C:23]([NH:22][C@H:10]([CH2:11][C:12]([OH:14])=[O:13])[C:9]([OH:54])=[O:8])=[O:53])=[CH:25][CH:26]=2)[CH2:35][CH2:34]1. (4) Given the reactants [NH2:1][C:2]1[CH:3]=[C:4]([C:16]([O:18][CH3:19])=[O:17])[CH:5]=[C:6]([C:9]2[CH:14]=[CH:13][C:12]([F:15])=[CH:11][CH:10]=2)[C:7]=1[NH2:8].C1(P([C:33]2[CH:38]=[CH:37]C=CC=2)C2C=CC=CC=2)C=CC=CC=1.Cl[C:40](Cl)(Cl)C#N, predict the reaction product. The product is: [F:15][C:12]1[CH:11]=[CH:10][C:9]([C:6]2[C:7]3[N:8]=[C:40]([CH:38]([CH3:37])[CH3:33])[NH:1][C:2]=3[CH:3]=[C:4]([C:16]([O:18][CH3:19])=[O:17])[CH:5]=2)=[CH:14][CH:13]=1. (5) Given the reactants [O:1]=[C:2]1[N:10]([CH2:11][CH2:12][CH3:13])[C:9]2[N:8]=[C:7]([C:14]34[CH2:21][CH2:20][C:17]([CH:22]=[CH:23][C:24]([OH:26])=[O:25])([CH2:18][CH2:19]3)[CH2:16][CH2:15]4)[NH:6][C:5]=2[C:4](=[O:27])[N:3]1[CH2:28][CH2:29][CH3:30], predict the reaction product. The product is: [O:1]=[C:2]1[N:10]([CH2:11][CH2:12][CH3:13])[C:9]2[N:8]=[C:7]([C:14]34[CH2:21][CH2:20][C:17]([CH2:22][CH2:23][C:24]([OH:26])=[O:25])([CH2:18][CH2:19]3)[CH2:16][CH2:15]4)[NH:6][C:5]=2[C:4](=[O:27])[N:3]1[CH2:28][CH2:29][CH3:30]. (6) Given the reactants [F:1][C:2]1[CH:7]=[CH:6][C:5]([CH3:8])=[CH:4][C:3]=1[CH2:9][S:10]([NH2:13])(=[O:12])=[O:11].[C:14]([C:16]1[C:17]([N:28]2[CH2:31][CH:30]([C:32](O)=[O:33])[CH2:29]2)=[N:18][C:19]([CH3:27])=[C:20]([C:22]([O:24][CH2:25][CH3:26])=[O:23])[CH:21]=1)#[N:15].CN(C(ON1N=NC2C=CC=CC1=2)=[N+](C)C)C.[B-](F)(F)(F)F.CCN(C(C)C)C(C)C.C1CN([P+](Br)(N2CCCC2)N2CCCC2)CC1.F[P-](F)(F)(F)(F)F, predict the reaction product. The product is: [C:14]([C:16]1[C:17]([N:28]2[CH2:31][CH:30]([C:32](=[O:33])[NH:13][S:10]([CH2:9][C:3]3[CH:4]=[C:5]([CH3:8])[CH:6]=[CH:7][C:2]=3[F:1])(=[O:11])=[O:12])[CH2:29]2)=[N:18][C:19]([CH3:27])=[C:20]([CH:21]=1)[C:22]([O:24][CH2:25][CH3:26])=[O:23])#[N:15]. (7) The product is: [CH2:16]([O:15][C:13]([C:12]1[N:8]([C:5]2[CH:4]=[CH:3][C:2]([Br:1])=[CH:7][CH:6]=2)[N:9]=[CH:10][C:11]=1[F:22])=[O:14])[CH3:17]. Given the reactants [Br:1][C:2]1[CH:7]=[CH:6][C:5]([N:8]2[C:12]([C:13]([O:15][CH2:16][CH3:17])=[O:14])=[CH:11][CH:10]=[N:9]2)=[CH:4][CH:3]=1.C(O)(=O)C.[F:22][B-](F)(F)F.F[B-](F)(F)F.ClC[N+]12CC[N+](F)(CC1)CC2, predict the reaction product.